From a dataset of Reaction yield outcomes from USPTO patents with 853,638 reactions. Predict the reaction yield, written as a fraction of the theoretical maximum amount of product (1.0 means a 100% yield; for example, 0.34 means a 34% yield). (1) The reactants are [CH3:1][C:2]([C:5]1[CH:13]=[C:9]([C:10]([OH:12])=O)[C:8]([OH:14])=[CH:7][CH:6]=1)([CH3:4])[CH3:3].[F:15][C:16]([F:29])([F:28])[C:17]1[CH:18]=[C:19]([CH:21]=[C:22]([C:24]([F:27])([F:26])[F:25])[CH:23]=1)[NH2:20]. No catalyst specified. The product is [F:15][C:16]([F:28])([F:29])[C:17]1[CH:18]=[C:19]([NH:20][C:10](=[O:12])[C:9]2[CH:13]=[C:5]([C:2]([CH3:1])([CH3:3])[CH3:4])[CH:6]=[CH:7][C:8]=2[OH:14])[CH:21]=[C:22]([C:24]([F:25])([F:27])[F:26])[CH:23]=1. The yield is 0.538. (2) The reactants are O[CH:2]=[C:3]1[CH2:9][CH2:8][CH2:7][CH2:6][CH2:5][C:4]1=O.[C:11]([CH2:13][C:14]([NH2:16])=[S:15])#[N:12].N1CCCCC1.CC(O)=O. The catalyst is O. The product is [SH:15][C:14]1[N:16]=[C:4]2[CH2:5][CH2:6][CH2:7][CH2:8][CH2:9][C:3]2=[CH:2][C:13]=1[C:11]#[N:12]. The yield is 0.700. (3) The reactants are O.[N+:2]([C:5]1[CH:10]=[CH:9][C:8]([N:11]2[CH2:16][CH2:15][N:14]([C:17]3[CH:24]=[CH:23][C:20]([CH:21]=O)=[CH:19][CH:18]=3)[CH2:13][CH2:12]2)=[CH:7][CH:6]=1)([O-:4])=[O:3].[NH:25]1[CH2:30][CH2:29][O:28][CH2:27][CH2:26]1.C([BH3-])#N.[Na+]. The catalyst is O1CCCC1.C(O)(=O)C. The product is [N+:2]([C:5]1[CH:6]=[CH:7][C:8]([N:11]2[CH2:12][CH2:13][N:14]([C:17]3[CH:24]=[CH:23][C:20]([CH2:21][N:25]4[CH2:30][CH2:29][O:28][CH2:27][CH2:26]4)=[CH:19][CH:18]=3)[CH2:15][CH2:16]2)=[CH:9][CH:10]=1)([O-:4])=[O:3]. The yield is 0.520.